This data is from Full USPTO retrosynthesis dataset with 1.9M reactions from patents (1976-2016). The task is: Predict the reactants needed to synthesize the given product. (1) Given the product [NH2:25][C:24]1[C:18]2[C:19](=[N:20][CH:21]=[C:16]([Cl:15])[C:17]=2[N:1]2[CH2:6][CH2:5][CH2:4][C@@H:3]([NH:7][C:8](=[O:14])[O:9][C:10]([CH3:11])([CH3:13])[CH3:12])[CH2:2]2)[NH:22][CH:23]=1, predict the reactants needed to synthesize it. The reactants are: [NH:1]1[CH2:6][CH2:5][CH2:4][C@@H:3]([NH:7][C:8](=[O:14])[O:9][C:10]([CH3:13])([CH3:12])[CH3:11])[CH2:2]1.[Cl:15][C:16]1[C:17](F)=[C:18]2[C:24]([NH2:25])=[CH:23][NH:22][C:19]2=[N:20][CH:21]=1.C(N(C(C)C)C(C)C)C. (2) Given the product [CH2:27]([O:31][CH2:32][CH2:36][CH2:37][CH2:38][CH2:39][CH2:40][CH3:41])[C:24]1[CH:25]=[CH:26][CH:21]=[CH:22][CH:23]=1, predict the reactants needed to synthesize it. The reactants are: [Mg].BrCCCCOCC1C=CC=CC=1.[Cu](C#N)C#N.F[C:21]1[CH:26]=[CH:25][C:24]([CH:27]([O:31][CH:32]([C:36]2[CH:41]=[CH:40][C:39](F)=[CH:38][CH:37]=2)C2OC2)C2OC2)=[CH:23][CH:22]=1. (3) Given the product [F:1][C:2]1[CH:6]=[N:5][N:4]([CH3:7])[C:3]=1[C:8]1[CH:9]=[C:10]([NH:16][C:26]([NH:25][C:22]2[CH:21]=[CH:20][C:19]([C:18]([F:17])([F:28])[F:29])=[CH:24][CH:23]=2)=[O:27])[CH:11]=[CH:12][C:13]=1[O:14][CH3:15], predict the reactants needed to synthesize it. The reactants are: [F:1][C:2]1[CH:6]=[N:5][N:4]([CH3:7])[C:3]=1[C:8]1[CH:9]=[C:10]([NH2:16])[CH:11]=[CH:12][C:13]=1[O:14][CH3:15].[F:17][C:18]([F:29])([F:28])[C:19]1[CH:24]=[CH:23][C:22]([N:25]=[C:26]=[O:27])=[CH:21][CH:20]=1. (4) Given the product [CH3:2][C:1]1[O:4][C:5]([C:14]2[CH:19]=[CH:18][CH:17]=[CH:16][CH:15]=2)=[C:6]([C:7]2[CH:12]=[CH:11][CH:10]=[CH:9][CH:8]=2)[N:20]=1, predict the reactants needed to synthesize it. The reactants are: [C:1]([O:4][CH:5]([C:14]1[CH:19]=[CH:18][CH:17]=[CH:16][CH:15]=1)[C:6](=O)[C:7]1[CH:12]=[CH:11][CH:10]=[CH:9][CH:8]=1)(=O)[CH3:2].[NH2:20]C(N)=S. (5) The reactants are: C(C1(COC2C(C3CC3)=CC(C(OC(C)(C)C)=O)=C(F)C=2)C2CC3CC(CC1C3)C2)#N.[CH:32]1([C:35]2[C:36]([O:49][CH2:50][C:51]3([CH:57]([F:59])[F:58])[CH2:56][CH2:55][CH2:54][CH2:53][CH2:52]3)=[CH:37][C:38]([F:48])=[C:39]([CH:47]=2)[C:40]([O:42]C(C)(C)C)=[O:41])[CH2:34][CH2:33]1. Given the product [CH:32]1([C:35]2[C:36]([O:49][CH2:50][C:51]3([CH:57]([F:59])[F:58])[CH2:56][CH2:55][CH2:54][CH2:53][CH2:52]3)=[CH:37][C:38]([F:48])=[C:39]([CH:47]=2)[C:40]([OH:42])=[O:41])[CH2:34][CH2:33]1, predict the reactants needed to synthesize it. (6) Given the product [Si:1]([O:18][CH:19]1[CH2:20][CH2:21][CH:22]([C:25]([OH:27])=[O:26])[CH2:23][CH2:24]1)([C:14]([CH3:17])([CH3:15])[CH3:16])([C:8]1[CH:13]=[CH:12][CH:11]=[CH:10][CH:9]=1)[C:2]1[CH:3]=[CH:4][CH:5]=[CH:6][CH:7]=1, predict the reactants needed to synthesize it. The reactants are: [Si:1]([O:18][CH:19]1[CH2:24][CH2:23][CH:22]([C:25]([O:27]CC)=[O:26])[CH2:21][CH2:20]1)([C:14]([CH3:17])([CH3:16])[CH3:15])([C:8]1[CH:13]=[CH:12][CH:11]=[CH:10][CH:9]=1)[C:2]1[CH:7]=[CH:6][CH:5]=[CH:4][CH:3]=1.[OH-].[Na+].Cl. (7) Given the product [F:1][C:2]([F:7])([F:6])[C:3]([OH:5])=[O:4].[Cl:33][C:32]1[C:24]([N:21]2[CH2:20][CH2:19][NH:18][CH2:23][CH2:22]2)=[C:25]2[C:29](=[CH:30][CH:31]=1)[N:28]([S:34]([C:37]1[CH:42]=[CH:41][CH:40]=[C:39]([Cl:43])[CH:38]=1)(=[O:35])=[O:36])[CH:27]=[CH:26]2, predict the reactants needed to synthesize it. The reactants are: [F:1][C:2]([F:7])([F:6])[C:3]([OH:5])=[O:4].C(Cl)Cl.C(OC([N:18]1[CH2:23][CH2:22][N:21]([C:24]2[C:32]([Cl:33])=[CH:31][CH:30]=[C:29]3[C:25]=2[CH:26]=[CH:27][N:28]3[S:34]([C:37]2[CH:42]=[CH:41][CH:40]=[C:39]([Cl:43])[CH:38]=2)(=[O:36])=[O:35])[CH2:20][CH2:19]1)=O)(C)(C)C. (8) Given the product [ClH:16].[Cl:16][C:17]1[CH:18]=[C:19]2[C:24](=[CH:25][CH:26]=1)[CH:23]=[C:22]([S:27]([N:30]1[CH2:31][CH2:32][N:33]([C:12]([C:4]3[CH:3]=[C:2]([OH:1])[C:11]4[C:6](=[CH:7][CH:8]=[CH:9][CH:10]=4)[N:5]=3)=[O:14])[CH2:34][CH2:35]1)(=[O:28])=[O:29])[CH:21]=[CH:20]2, predict the reactants needed to synthesize it. The reactants are: [OH:1][C:2]1[C:11]2[C:6](=[CH:7][CH:8]=[CH:9][CH:10]=2)[N:5]=[C:4]([C:12]([OH:14])=O)[CH:3]=1.Cl.[Cl:16][C:17]1[CH:18]=[C:19]2[C:24](=[CH:25][CH:26]=1)[CH:23]=[C:22]([S:27]([N:30]1[CH2:35][CH2:34][NH:33][CH2:32][CH2:31]1)(=[O:29])=[O:28])[CH:21]=[CH:20]2. (9) Given the product [C:24]1([C:16]2([N:19]3[CH2:20][CH2:21][CH2:22][CH2:23]3)[CH2:15][CH2:14][NH:13][CH2:18][CH2:17]2)[CH:25]=[CH:26][CH:27]=[CH:28][CH:29]=1, predict the reactants needed to synthesize it. The reactants are: [OH-].[K+].C(OC([N:13]1[CH2:18][CH2:17][C:16]([C:24]2[CH:29]=[CH:28][CH:27]=[CH:26][CH:25]=2)([N:19]2[CH2:23][CH2:22][CH2:21][CH2:20]2)[CH2:15][CH2:14]1)=O)C1C=CC=CC=1.CO.C(Cl)(Cl)Cl. (10) Given the product [ClH:1].[ClH:1].[F:21][C:22]1[CH:23]=[C:24]([C:2]2[CH:7]=[CH:6][N:5]=[C:4]([N:8]3[CH2:9][CH2:10][NH:11][CH2:12][CH2:13]3)[N:3]=2)[CH:25]=[C:26]([F:28])[CH:27]=1, predict the reactants needed to synthesize it. The reactants are: [Cl:1][C:2]1[CH:7]=[CH:6][N:5]=[C:4]([N:8]2[CH2:13][CH2:12][N:11](C(OC(C)(C)C)=O)[CH2:10][CH2:9]2)[N:3]=1.[F:21][C:22]1[CH:23]=[C:24](B(O)O)[CH:25]=[C:26]([F:28])[CH:27]=1.